This data is from Catalyst prediction with 721,799 reactions and 888 catalyst types from USPTO. The task is: Predict which catalyst facilitates the given reaction. Reactant: N1C2C(=CC(N[C:12]([NH:14]C3C=CC(OC4C=CN=C(C5SC(=S)NN=5)C=4)=CC=3)=[O:13])=CC=2)C=CC=1.[Cl:34][C:35]1[CH:40]=[CH:39][C:38]([NH:41][C:42]([NH:44][C:45]2[CH:60]=[CH:59][C:48]([O:49][C:50]3[CH:55]=[CH:54][N:53]=[C:52]([C:56](=S)[NH2:57])[CH:51]=3)=[CH:47][CH:46]=2)=[O:43])=[CH:37][C:36]=1[C:61]([F:64])([F:63])[F:62].N1C2C(=CC(NC(NC3C=CC(OC4C=CN=C(C(=S)N)C=4)=CC=3)=[O:77])=CC=2)C=CC=1.C(=S)=S. Product: [Cl:34][C:35]1[CH:40]=[CH:39][C:38]([NH:41][C:42]([NH:44][C:45]2[CH:60]=[CH:59][C:48]([O:49][C:50]3[CH:55]=[CH:54][N:53]=[C:52]([C:56]4[O:13][C:12](=[O:77])[NH:14][N:57]=4)[CH:51]=3)=[CH:47][CH:46]=2)=[O:43])=[CH:37][C:36]=1[C:61]([F:64])([F:63])[F:62]. The catalyst class is: 100.